Dataset: Full USPTO retrosynthesis dataset with 1.9M reactions from patents (1976-2016). Task: Predict the reactants needed to synthesize the given product. The reactants are: [CH3:1][O:2][C:3]([CH2:5][O:6][C:7]1[CH:12]=[C:11]([CH3:13])[C:10]([C:14]2[NH:15][C:16]3[CH:22]=[C:21]([C:23]([OH:25])=O)[CH:20]=[CH:19][C:17]=3[N:18]=2)=[C:9]([CH3:26])[CH:8]=1)=[O:4].[C:27](NC1C=CC=CC=1)([CH3:30])([CH3:29])[CH3:28].CCN=C=NCCCN(C)C.[CH:49]1[CH:50]=[CH:51][C:52]2N(O)N=[N:55][C:53]=2[CH:54]=1. Given the product [CH3:1][O:2][C:3](=[O:4])[CH2:5][O:6][C:7]1[CH:8]=[C:9]([CH3:26])[C:10]([C:14]2[NH:15][C:16]3[CH:22]=[C:21]([C:23](=[O:25])[NH:55][C:53]4[CH:54]=[CH:49][C:50]([C:27]([CH3:30])([CH3:29])[CH3:28])=[CH:51][CH:52]=4)[CH:20]=[CH:19][C:17]=3[N:18]=2)=[C:11]([CH3:13])[CH:12]=1, predict the reactants needed to synthesize it.